This data is from Acute oral toxicity (LD50) regression data from Zhu et al.. The task is: Regression/Classification. Given a drug SMILES string, predict its toxicity properties. Task type varies by dataset: regression for continuous values (e.g., LD50, hERG inhibition percentage) or binary classification for toxic/non-toxic outcomes (e.g., AMES mutagenicity, cardiotoxicity, hepatotoxicity). Dataset: ld50_zhu. (1) The molecule is CC(=O)OC(C(Cl)(Cl)Cl)P(=O)(Oc1ccccc1)Oc1ccccc1. The rat oral LD50 is 2.11, given as -log10 of the dose in mol/kg body weight (higher means more acutely toxic). (2) The rat oral LD50 is 5.10, given as -log10 of the dose in mol/kg body weight (higher means more acutely toxic). The compound is C=C1C(=CC=C2CCCC3(C)C2CCC3C(C)CCC(O)C(C)C)CC(O)CC1O. (3) The molecule is CCCCc1c(OC(=O)c2cccs2)n(-c2ccccc2)n(-c2ccccc2)c1=O. The rat oral LD50 is 2.55, given as -log10 of the dose in mol/kg body weight (higher means more acutely toxic). (4) The compound is CCOP(=O)(OCC)Oc1ccc([N+](=O)[O-])cc1. The rat oral LD50 is 5.18, given as -log10 of the dose in mol/kg body weight (higher means more acutely toxic). (5) The drug is CCCCCCN. The rat oral LD50 is 2.18, given as -log10 of the dose in mol/kg body weight (higher means more acutely toxic). (6) The molecule is COc1cc(C)c2[nH]c(=O)sc2c1. The rat oral LD50 is 1.41, given as -log10 of the dose in mol/kg body weight (higher means more acutely toxic). (7) The compound is O=CC=CC1CO1. The rat oral LD50 is 3.20, given as -log10 of the dose in mol/kg body weight (higher means more acutely toxic). (8) The compound is CCO[Si](CC)(OCC)OCC. The rat oral LD50 is 1.14, given as -log10 of the dose in mol/kg body weight (higher means more acutely toxic).